Dataset: Catalyst prediction with 721,799 reactions and 888 catalyst types from USPTO. Task: Predict which catalyst facilitates the given reaction. (1) Reactant: [NH2:1][C@@H:2]1[CH2:6][CH2:5][N:4]([C:7](OC(C)(C)C)=O)[CH2:3]1.C([N:16](CC)CC)C.[Cl:21][C:22]1[CH:27]=[CH:26][C:25]([C:28]([F:31])([F:30])[F:29])=[CH:24][C:23]=1[S:32](Cl)(=[O:34])=[O:33].CCN(C(C)C)C(C)C.BrC#N. Product: [Cl:21][C:22]1[CH:27]=[CH:26][C:25]([C:28]([F:31])([F:30])[F:29])=[CH:24][C:23]=1[S:32]([NH:1][C@@H:2]1[CH2:6][CH2:5][N:4]([C:7]#[N:16])[CH2:3]1)(=[O:34])=[O:33]. The catalyst class is: 18. (2) Reactant: [Si]([O:8][CH2:9][C:10]1[CH:15]=[CH:14][C:13]([NH:16][C:17](=[O:48])[NH:18][C:19]2([CH2:37][C:38]([NH:40][C:41]3[CH:46]=[CH:45][C:44]([CH3:47])=[CH:43][CH:42]=3)=[O:39])[C:27]3[C:22](=[CH:23][CH:24]=[CH:25][CH:26]=3)[N:21]([CH2:28][CH:29]([O:33][CH2:34][CH3:35])[O:30][CH2:31][CH3:32])[C:20]2=[O:36])=[CH:12][CH:11]=1)(C(C)(C)C)(C)C.S(=O)(=O)(O)O.O.C(OCC)(=O)C. Product: [CH2:31]([O:30][CH:29]([O:33][CH2:34][CH3:35])[CH2:28][N:21]1[C:22]2[C:27](=[CH:26][CH:25]=[CH:24][CH:23]=2)[C:19]([NH:18][C:17]([NH:16][C:13]2[CH:12]=[CH:11][C:10]([CH2:9][OH:8])=[CH:15][CH:14]=2)=[O:48])([CH2:37][C:38]([NH:40][C:41]2[CH:46]=[CH:45][C:44]([CH3:47])=[CH:43][CH:42]=2)=[O:39])[C:20]1=[O:36])[CH3:32]. The catalyst class is: 8.